Dataset: Forward reaction prediction with 1.9M reactions from USPTO patents (1976-2016). Task: Predict the product of the given reaction. (1) Given the reactants [H-].[Na+].[I:3][C:4]1[CH:5]=[CH:6][CH:7]=[C:8]2[C:12]=1[NH:11][CH:10]=[CH:9]2.[CH3:13][O:14][C:15]1[CH:16]=[C:17]([CH:20]=[CH:21][CH:22]=1)[CH2:18]Br, predict the reaction product. The product is: [I:3][C:4]1[CH:5]=[CH:6][CH:7]=[C:8]2[C:12]=1[N:11]([CH2:18][C:17]1[CH:20]=[CH:21][CH:22]=[C:15]([O:14][CH3:13])[CH:16]=1)[CH:10]=[CH:9]2. (2) Given the reactants [Br:1][C:2]1[CH:7]=[CH:6][CH:5]=[CH:4][C:3]=1[O:8][CH:9]1[CH2:12][N:11](C(OC(C)(C)C)=O)[CH2:10]1.[ClH:20].O1CCOCC1, predict the reaction product. The product is: [ClH:20].[Br:1][C:2]1[CH:7]=[CH:6][CH:5]=[CH:4][C:3]=1[O:8][CH:9]1[CH2:12][NH:11][CH2:10]1. (3) Given the reactants [N+:1]([C:4]1[NH:8][N:7]=[C:6]([C:9]([OH:11])=[O:10])[CH:5]=1)([O-:3])=[O:2].S(Cl)(Cl)=O.[CH3:16]O, predict the reaction product. The product is: [CH3:16][O:10][C:9]([C:6]1[NH:7][N:8]=[C:4]([N+:1]([O-:3])=[O:2])[CH:5]=1)=[O:11]. (4) Given the reactants N(OC(C)(C)C)=O.[Br:8][C:9]1[CH:15]=[CH:14][C:12](N)=[C:11]([S:16]([CH3:19])(=[O:18])=[O:17])[C:10]=1[CH3:20].[CH3:21][S:22]SC, predict the reaction product. The product is: [Br:8][C:9]1[CH:15]=[CH:14][C:12]([S:22][CH3:21])=[C:11]([S:16]([CH3:19])(=[O:18])=[O:17])[C:10]=1[CH3:20]. (5) Given the reactants CON(C)[C:4](=[O:16])[C:5]1[CH:10]=[CH:9][C:8]([O:11][C:12]([F:15])([F:14])[F:13])=[CH:7][CH:6]=1.[CH2:18]([Mg]Br)[CH3:19].O1CCCC1.Cl, predict the reaction product. The product is: [F:15][C:12]([F:13])([F:14])[O:11][C:8]1[CH:7]=[CH:6][C:5]([C:4](=[O:16])[CH2:18][CH3:19])=[CH:10][CH:9]=1. (6) The product is: [F:19][C:14]1[CH:13]=[C:12]([C@H:11]2[CH2:10][O:9][C:8](=[O:20])[N:7]2[CH2:6][CH2:5][CH2:4][CH2:3][CH2:2][N:35]2[CH2:36][CH2:37][CH:32]([C:28]3[CH:27]=[C:26]([NH:25][C:23](=[O:24])[CH:22]([CH3:21])[CH3:38])[CH:31]=[CH:30][CH:29]=3)[CH2:33][CH2:34]2)[CH:17]=[CH:16][C:15]=1[F:18]. Given the reactants Cl[CH2:2][CH2:3][CH2:4][CH2:5][CH2:6][N:7]1[C@@H:11]([C:12]2[CH:17]=[CH:16][C:15]([F:18])=[C:14]([F:19])[CH:13]=2)[CH2:10][O:9][C:8]1=[O:20].[CH3:21][CH:22]([CH3:38])[C:23]([NH:25][C:26]1[CH:31]=[CH:30][CH:29]=[C:28]([CH:32]2[CH2:37][CH2:36][NH:35][CH2:34][CH2:33]2)[CH:27]=1)=[O:24], predict the reaction product. (7) Given the reactants O.OO.[F:4][C:5]([F:58])([F:57])[C:6]1[CH:7]=[C:8]([C@@H:16]([N:18]([CH2:32][C:33]2[CH:38]=[C:37]([C:39]([F:42])([F:41])[F:40])[CH:36]=[CH:35][C:34]=2[N:43]([CH2:46][C@H:47]2[CH2:52][CH2:51][C@H:50]([CH2:53][C:54]([OH:56])=[O:55])[CH2:49][CH2:48]2)[CH2:44][CH3:45])[C:19]2[N:24]=[CH:23][C:22]([O:25][CH2:26][CH2:27][S:28]([CH3:31])(=[O:30])=[O:29])=[CH:21][N:20]=2)[CH3:17])[CH:9]=[C:10]([C:12]([F:15])([F:14])[F:13])[CH:11]=1.[CH2:59](OC(=O)C[C@H]1CC[C@H](CN([C:61]2[CH:62]=[CH:63][C:64](C(F)(F)F)=[CH:65][C:60]=2[CH2:59]N([CH:59]([C:60]2[CH:65]=[C:64](C(F)(F)F)[CH:63]=[C:62](C(F)(F)F)[CH:61]=2)C)C2N=CC(OCCSC)=CN=2)CC)CC1)[C:60]1[CH:65]=[CH:64][CH:63]=[CH:62][CH:61]=1, predict the reaction product. The product is: [CH2:59]([O:55][C:54](=[O:56])[CH2:53][C@H:50]1[CH2:51][CH2:52][C@H:47]([CH2:46][N:43]([C:34]2[CH:35]=[CH:36][C:37]([C:39]([F:42])([F:40])[F:41])=[CH:38][C:33]=2[CH2:32][N:18]([CH:16]([C:8]2[CH:9]=[C:10]([C:12]([F:15])([F:14])[F:13])[CH:11]=[C:6]([C:5]([F:4])([F:57])[F:58])[CH:7]=2)[CH3:17])[C:19]2[N:24]=[CH:23][C:22]([O:25][CH2:26][CH2:27][S:28]([CH3:31])(=[O:29])=[O:30])=[CH:21][N:20]=2)[CH2:44][CH3:45])[CH2:48][CH2:49]1)[C:60]1[CH:65]=[CH:64][CH:63]=[CH:62][CH:61]=1.